From a dataset of NCI-60 drug combinations with 297,098 pairs across 59 cell lines. Regression. Given two drug SMILES strings and cell line genomic features, predict the synergy score measuring deviation from expected non-interaction effect. (1) Drug 1: CC1C(C(=O)NC(C(=O)N2CCCC2C(=O)N(CC(=O)N(C(C(=O)O1)C(C)C)C)C)C(C)C)NC(=O)C3=C4C(=C(C=C3)C)OC5=C(C(=O)C(=C(C5=N4)C(=O)NC6C(OC(=O)C(N(C(=O)CN(C(=O)C7CCCN7C(=O)C(NC6=O)C(C)C)C)C)C(C)C)C)N)C. Drug 2: CC1=C2C(C(=O)C3(C(CC4C(C3C(C(C2(C)C)(CC1OC(=O)C(C(C5=CC=CC=C5)NC(=O)OC(C)(C)C)O)O)OC(=O)C6=CC=CC=C6)(CO4)OC(=O)C)O)C)O. Cell line: OVCAR-8. Synergy scores: CSS=19.1, Synergy_ZIP=4.10, Synergy_Bliss=10.3, Synergy_Loewe=2.49, Synergy_HSA=0.950. (2) Drug 1: CC(C1=C(C=CC(=C1Cl)F)Cl)OC2=C(N=CC(=C2)C3=CN(N=C3)C4CCNCC4)N. Drug 2: CN(C)N=NC1=C(NC=N1)C(=O)N. Cell line: SF-295. Synergy scores: CSS=14.8, Synergy_ZIP=-5.61, Synergy_Bliss=-3.61, Synergy_Loewe=-2.37, Synergy_HSA=-1.55.